This data is from Catalyst prediction with 721,799 reactions and 888 catalyst types from USPTO. The task is: Predict which catalyst facilitates the given reaction. Reactant: [NH2:1][C:2]1[CH:7]=[C:6]([C:8]2[N:12]([C:13]3[CH:14]=[C:15]([CH:21]=[CH:22][CH:23]=3)[C:16](OCC)=[O:17])[N:11]=[CH:10][CH:9]=2)[C:5]([C:24]2[CH:29]=[CH:28][C:27]([N:30]3[CH2:35][CH2:34][N:33]([CH3:36])[CH2:32][CH2:31]3)=[CH:26][C:25]=2[O:37][CH3:38])=[CH:4][N:3]=1.[H-].[Al+3].[Li+].[H-].[H-].[H-]. Product: [NH2:1][C:2]1[CH:7]=[C:6]([C:8]2[N:12]([C:13]3[CH:14]=[C:15]([CH:21]=[CH:22][CH:23]=3)[CH2:16][OH:17])[N:11]=[CH:10][CH:9]=2)[C:5]([C:24]2[CH:29]=[CH:28][C:27]([N:30]3[CH2:31][CH2:32][N:33]([CH3:36])[CH2:34][CH2:35]3)=[CH:26][C:25]=2[O:37][CH3:38])=[CH:4][N:3]=1. The catalyst class is: 1.